From a dataset of Reaction yield outcomes from USPTO patents with 853,638 reactions. Predict the reaction yield, written as a fraction of the theoretical maximum amount of product (1.0 means a 100% yield; for example, 0.34 means a 34% yield). (1) The yield is 0.160. The reactants are [NH2:1][C:2]1[NH:6][N:5]=[C:4]([CH3:7])[C:3]=1[C:8]1[S:9][C:10]2[CH:16]=[C:15]([S:17](Cl)(=[O:19])=[O:18])[CH:14]=[CH:13][C:11]=2[N:12]=1.C(N(CC)CC)C.[NH2:28][CH2:29][CH2:30][OH:31]. The catalyst is C(Cl)(Cl)Cl. The product is [OH:31][CH2:30][CH2:29][NH:28][S:17]([C:15]1[CH:14]=[CH:13][C:11]2[N:12]=[C:8]([C:3]3[C:4]([CH3:7])=[N:5][NH:6][C:2]=3[NH2:1])[S:9][C:10]=2[CH:16]=1)(=[O:19])=[O:18]. (2) The reactants are [CH3:1][O:2][C:3](=[O:12])[C:4]1[CH:9]=[CH:8][C:7]([CH2:10][OH:11])=[CH:6][CH:5]=1.C1(P(C2C=CC=CC=2)C2C=CC3C(=CC=CC=3)C=2C2C3C(=CC=CC=3)C=CC=2P(C2C=CC=CC=2)C2C=CC=CC=2)C=CC=CC=1.Cl[C:60]1[C:65]([C:66]2[N:70]([CH2:71][CH:72]3[CH2:77][CH2:76][CH2:75][CH2:74][CH2:73]3)[C:69]3[CH:78]=[C:79]([F:83])[C:80]([F:82])=[CH:81][C:68]=3[N:67]=2)=[CH:64][CH:63]=[CH:62][N:61]=1.C(=O)([O-])[O-].[Cs+].[Cs+]. The catalyst is C1(C)C=CC=CC=1.C([O-])(=O)C.[Pd+2].C([O-])(=O)C. The product is [CH3:1][O:2][C:3](=[O:12])[C:4]1[CH:9]=[CH:8][C:7]([CH2:10][O:11][C:60]2[C:65]([C:66]3[N:70]([CH2:71][CH:72]4[CH2:73][CH2:74][CH2:75][CH2:76][CH2:77]4)[C:69]4[CH:78]=[C:79]([F:83])[C:80]([F:82])=[CH:81][C:68]=4[N:67]=3)=[CH:64][CH:63]=[CH:62][N:61]=2)=[CH:6][CH:5]=1. The yield is 0.600.